Dataset: Reaction yield outcomes from USPTO patents with 853,638 reactions. Task: Predict the reaction yield, written as a fraction of the theoretical maximum amount of product (1.0 means a 100% yield; for example, 0.34 means a 34% yield). (1) The reactants are C(OC([N:8]=[C:9]([NH:49]C(OC(C)(C)C)=O)[NH:10][C:11]1[CH:12]=[C:13]([N:17]([CH:25]2[CH2:30][CH2:29][N:28]([CH2:31][CH:32]([C:43]3[CH:48]=[CH:47][CH:46]=[CH:45][CH:44]=3)[C:33]([O:35][CH2:36][C:37]3[CH:42]=[CH:41][CH:40]=[CH:39][CH:38]=3)=[O:34])[CH2:27][CH2:26]2)[C:18]([C:20]2[O:21][CH:22]=[CH:23][CH:24]=2)=[O:19])[CH:14]=[CH:15][CH:16]=1)=O)(C)(C)C.FC(F)(F)C(O)=O. No catalyst specified. The product is [O:21]1[CH:22]=[CH:23][CH:24]=[C:20]1[C:18]([N:17]([CH:25]1[CH2:26][CH2:27][N:28]([CH2:31][CH:32]([C:43]2[CH:44]=[CH:45][CH:46]=[CH:47][CH:48]=2)[C:33]([O:35][CH2:36][C:37]2[CH:38]=[CH:39][CH:40]=[CH:41][CH:42]=2)=[O:34])[CH2:29][CH2:30]1)[C:13]1[CH:14]=[CH:15][CH:16]=[C:11]([NH:10][C:9]([NH2:49])=[NH:8])[CH:12]=1)=[O:19]. The yield is 1.00. (2) The reactants are [NH2:1][C:2]1[CH:3]=[CH:4][C:5]([O:18][CH3:19])=[C:6]([NH:8][C:9](=[O:17])[CH2:10][N:11]2[CH2:16][CH2:15][O:14][CH2:13][CH2:12]2)[CH:7]=1.[CH3:20][C:21]1[CH:22]=[C:23]([C:27]2[CH:32]=[CH:31][C:30]([C:33](O)=[O:34])=[CH:29][CH:28]=2)[CH:24]=[CH:25][CH:26]=1.C(N(C(C)C)CC)(C)C. The catalyst is CN(C=O)C. The product is [CH3:19][O:18][C:5]1[CH:4]=[CH:3][C:2]([NH:1][C:33]([C:30]2[CH:29]=[CH:28][C:27]([C:23]3[CH:24]=[CH:25][CH:26]=[C:21]([CH3:20])[CH:22]=3)=[CH:32][CH:31]=2)=[O:34])=[CH:7][C:6]=1[NH:8][C:9](=[O:17])[CH2:10][N:11]1[CH2:16][CH2:15][O:14][CH2:13][CH2:12]1. The yield is 0.200. (3) The reactants are [CH3:1][O:2][C:3]1[CH:27]=[C:26]([O:28][CH3:29])[CH:25]=[CH:24][C:4]=1[CH2:5][N:6]1[C:9](=[O:10])[C@@H:8]([NH:11][C:12](=[O:21])[O:13][CH2:14][C:15]2[CH:20]=[CH:19][CH:18]=[CH:17][CH:16]=2)[C@H:7]1[CH2:22]I.[N-:30]=[N+:31]=[N-:32].C([N+](CCCC)(CCCC)CCCC)CCC. The catalyst is C1COCC1. The product is [N:30]([CH2:22][C@@H:7]1[C@H:8]([NH:11][C:12](=[O:21])[O:13][CH2:14][C:15]2[CH:20]=[CH:19][CH:18]=[CH:17][CH:16]=2)[C:9](=[O:10])[N:6]1[CH2:5][C:4]1[CH:24]=[CH:25][C:26]([O:28][CH3:29])=[CH:27][C:3]=1[O:2][CH3:1])=[N+:31]=[N-:32]. The yield is 0.810. (4) The reactants are [Cl:1][C:2]1[CH:7]=[CH:6][C:5]([CH2:8][C:9]([OH:11])=O)=[CH:4][CH:3]=1.C(N1C=CN=C1)(N1C=CN=C1)=O.Cl.[NH2:25][CH2:26][C:27]1[CH:36]=[CH:35][CH:34]=[C:33]2[C:28]=1[C:29](=[O:46])[N:30]([CH:38]1[CH2:43][CH2:42][C:41](=[O:44])[NH:40][C:39]1=[O:45])[C:31]([CH3:37])=[N:32]2. The catalyst is CN(C=O)C. The product is [Cl:1][C:2]1[CH:3]=[CH:4][C:5]([CH2:8][C:9]([NH:25][CH2:26][C:27]2[CH:36]=[CH:35][CH:34]=[C:33]3[C:28]=2[C:29](=[O:46])[N:30]([CH:38]2[CH2:43][CH2:42][C:41](=[O:44])[NH:40][C:39]2=[O:45])[C:31]([CH3:37])=[N:32]3)=[O:11])=[CH:6][CH:7]=1. The yield is 0.700. (5) The reactants are [Cl:1][C:2]1[N:3]=[C:4]([N:11]2[CH2:16][CH2:15][O:14][CH2:13][CH2:12]2)[C:5]2[O:10][CH:9]=[CH:8][C:6]=2[N:7]=1.C([Li])CCC.CN([CH:25]=[O:26])C. The catalyst is C1COCC1. The product is [Cl:1][C:2]1[N:3]=[C:4]([N:11]2[CH2:16][CH2:15][O:14][CH2:13][CH2:12]2)[C:5]2[O:10][C:9]([CH:25]=[O:26])=[CH:8][C:6]=2[N:7]=1. The yield is 0.500. (6) The reactants are [CH3:1][N:2]1[C:10]2[C:9](=[O:11])[CH2:8][C:7]([CH3:13])([CH3:12])[CH2:6][C:5]=2[C:4]([C:14]([O:16][CH2:17][CH3:18])=[O:15])=[N:3]1.[O-:19][CH2:20]C.[Na+].O. The catalyst is C(OCC)=O. The product is [OH:19][CH:20]=[C:8]1[C:9](=[O:11])[C:10]2[N:2]([CH3:1])[N:3]=[C:4]([C:14]([O:16][CH2:17][CH3:18])=[O:15])[C:5]=2[CH2:6][C:7]1([CH3:13])[CH3:12]. The yield is 0.788. (7) The reactants are Br[C:2]1[N:6]([C:7]([CH3:10])([CH3:9])[CH3:8])[N:5]=[CH:4][C:3]=1[C:11]1[S:12][CH:13]=[C:14]([CH2:16][C:17]([NH:19][CH2:20][CH:21]2[CH2:26][CH2:25][O:24][CH2:23][CH2:22]2)=[O:18])[N:15]=1.[C:27]1(B(O)O)[CH:32]=[CH:31][CH:30]=[CH:29][CH:28]=1.P([O-])([O-])([O-])=O.[K+].[K+].[K+].COC1C=CC=C(OC)C=1C1C=CC=CC=1P(C1CCCCC1)C1CCCCC1. The catalyst is C1(C)C=CC=CC=1.C([O-])(=O)C.[Pd+2].C([O-])(=O)C.O. The product is [C:7]([N:6]1[C:2]([C:27]2[CH:32]=[CH:31][CH:30]=[CH:29][CH:28]=2)=[C:3]([C:11]2[S:12][CH:13]=[C:14]([CH2:16][C:17]([NH:19][CH2:20][CH:21]3[CH2:26][CH2:25][O:24][CH2:23][CH2:22]3)=[O:18])[N:15]=2)[CH:4]=[N:5]1)([CH3:10])([CH3:9])[CH3:8]. The yield is 0.360.